This data is from Peptide-MHC class I binding affinity with 185,985 pairs from IEDB/IMGT. The task is: Regression. Given a peptide amino acid sequence and an MHC pseudo amino acid sequence, predict their binding affinity value. This is MHC class I binding data. (1) The peptide sequence is DGGEGGGNSSW. The MHC is Mamu-A02 with pseudo-sequence Mamu-A02. The binding affinity (normalized) is 0.235. (2) The MHC is Mamu-B01 with pseudo-sequence Mamu-B01. The binding affinity (normalized) is 0.353. The peptide sequence is SDYLELDTP. (3) The peptide sequence is TQLNSLAHWI. The MHC is H-2-Db with pseudo-sequence H-2-Db. The binding affinity (normalized) is 0.228. (4) The peptide sequence is FVNYNFTLV. The MHC is HLA-A11:01 with pseudo-sequence HLA-A11:01. The binding affinity (normalized) is 0. (5) The peptide sequence is AITPTIEDDK. The MHC is HLA-A68:01 with pseudo-sequence HLA-A68:01. The binding affinity (normalized) is 0.187. (6) The peptide sequence is RFPLTFGW. The MHC is HLA-B54:01 with pseudo-sequence HLA-B54:01. The binding affinity (normalized) is 0.119. (7) The peptide sequence is AENLWVTVY. The MHC is HLA-B45:01 with pseudo-sequence HLA-B45:01. The binding affinity (normalized) is 0.706. (8) The peptide sequence is GEILLLEWLA. The binding affinity (normalized) is 0.219. The MHC is HLA-B18:01 with pseudo-sequence HLA-B18:01.